This data is from Full USPTO retrosynthesis dataset with 1.9M reactions from patents (1976-2016). The task is: Predict the reactants needed to synthesize the given product. (1) Given the product [CH:1]1([C:6]2[CH:11]=[C:10]([C:12]3[N:16]=[C:15]([C:17]4[CH:22]=[C:21]([CH3:23])[C:20]([O:24][CH2:30][CH2:31][CH2:32][NH:41][CH2:40][C:39]([OH:38])=[O:42])=[C:19]([CH2:25][CH3:26])[CH:18]=4)[O:14][N:13]=3)[CH:9]=[C:8]([O:27][CH3:28])[N:7]=2)[CH2:2][CH2:3][CH2:4][CH2:5]1, predict the reactants needed to synthesize it. The reactants are: [CH:1]1([C:6]2[CH:11]=[C:10]([C:12]3[N:16]=[C:15]([C:17]4[CH:22]=[C:21]([CH3:23])[C:20]([OH:24])=[C:19]([CH2:25][CH3:26])[CH:18]=4)[O:14][N:13]=3)[CH:9]=[C:8]([O:27][CH3:28])[N:7]=2)[CH2:5][CH2:4][CH2:3][CH2:2]1.Br[CH2:30][CH2:31][CH2:32]O.C([O:38][C:39](=[O:42])[CH2:40][NH2:41])(C)(C)C. (2) Given the product [ClH:33].[NH2:7][C@@H:8]1[CH2:10][C@H:9]1[C:11]1[CH:12]=[CH:13][C:14]([NH:17][C:18]([C:20]2[CH:21]=[C:22]([C:26]3[CH:31]=[CH:30][CH:29]=[CH:28][CH:27]=3)[CH:23]=[CH:24][CH:25]=2)=[O:19])=[CH:15][CH:16]=1, predict the reactants needed to synthesize it. The reactants are: C(OC(=O)[NH:7][C@@H:8]1[CH2:10][C@H:9]1[C:11]1[CH:16]=[CH:15][C:14]([NH:17][C:18]([C:20]2[CH:21]=[C:22]([C:26]3[CH:31]=[CH:30][CH:29]=[CH:28][CH:27]=3)[CH:23]=[CH:24][CH:25]=2)=[O:19])=[CH:13][CH:12]=1)(C)(C)C.[ClH:33].C(OCC)(=O)C. (3) The reactants are: [CH3:1][O:2][C:3]([C:5]1[N:6]([S:19]([C:22]2[C:27]([CH3:28])=[CH:26][C:25]([CH3:29])=[CH:24][C:23]=2[CH3:30])(=[O:21])=[O:20])[CH:7]=[C:8](B2OC(C)(C)C(C)(C)O2)[CH:9]=1)=[O:4].Cl[C:32]1[N:37]=[CH:36][N:35]=[C:34]([NH:38][C:39]2[CH:44]=[CH:43][CH:42]=[CH:41][CH:40]=2)[N:33]=1.C(=O)([O-])[O-].[Na+].[Na+].CO. Given the product [CH3:1][O:2][C:3]([C:5]1[N:6]([S:19]([C:22]2[C:27]([CH3:28])=[CH:26][C:25]([CH3:29])=[CH:24][C:23]=2[CH3:30])(=[O:20])=[O:21])[CH:7]=[C:8]([C:36]2[N:35]=[C:34]([NH:38][C:39]3[CH:44]=[CH:43][CH:42]=[CH:41][CH:40]=3)[N:33]=[CH:32][N:37]=2)[CH:9]=1)=[O:4], predict the reactants needed to synthesize it. (4) Given the product [CH3:1][O:2][C:3]1[N:8]=[C:7]([O:9][CH3:10])[C:6]([C:21]2[C:16]([C:14]#[N:15])=[N:17][CH:18]=[CH:19][CH:20]=2)=[CH:5][N:4]=1, predict the reactants needed to synthesize it. The reactants are: [CH3:1][O:2][C:3]1[N:8]=[C:7]([O:9][CH3:10])[C:6](B(O)O)=[CH:5][N:4]=1.[C:14]([C:16]1[C:21](Br)=[CH:20][CH:19]=[CH:18][N:17]=1)#[N:15].C([O-])([O-])=O.[Na+].[Na+].C1C=CC(P(C2C=CC=CC=2)C2C=CC=CC=2)=CC=1. (5) Given the product [CH3:20][O:21][C:22]1[CH:29]=[C:28]([CH2:30][CH:31]([N:5]2[CH2:6][CH2:7][N:2]([CH2:8][CH2:9][C:10]3[CH:11]=[C:12]4[C:13](=[CH:18][CH:19]=3)[C:14](=[O:17])[O:15][CH2:16]4)[CH2:3][CH2:4]2)[CH3:32])[CH:27]=[CH:26][C:23]=1[C:24]#[N:25], predict the reactants needed to synthesize it. The reactants are: Cl.[N:2]1([CH2:8][CH2:9][C:10]2[CH:19]=[CH:18][C:13]3[C:14](=[O:17])[O:15][CH2:16][C:12]=3[CH:11]=2)[CH2:7][CH2:6][NH:5][CH2:4][CH2:3]1.[CH3:20][O:21][C:22]1[CH:29]=[C:28]([CH2:30][C:31](=O)[CH3:32])[CH:27]=[CH:26][C:23]=1[C:24]#[N:25]. (6) The reactants are: F[P-](F)(F)(F)(F)F.N1(OC(N(C)C)=[N+](C)C)C2N=CC=CC=2N=N1.[O:25]1[CH2:30][CH2:29][CH2:28][CH2:27][CH:26]1[O:31][CH2:32][CH2:33][C:34]([OH:36])=O.C(N(C(C)C)C(C)C)C.[C:46]([C:50]1[O:54][C:53]([C:55]2[C:56]([NH2:73])=[N:57][CH:58]=[C:59]([C:61]3[N:65]([CH3:66])[N:64]=[C:63]([CH:67]4[CH2:72][CH2:71][NH:70][CH2:69][CH2:68]4)[N:62]=3)[N:60]=2)=[N:52][N:51]=1)([CH3:49])([CH3:48])[CH3:47]. Given the product [NH2:73][C:56]1[N:57]=[CH:58][C:59]([C:61]2[N:65]([CH3:66])[N:64]=[C:63]([CH:67]3[CH2:72][CH2:71][N:70]([C:34](=[O:36])[CH2:33][CH2:32][O:31][CH:26]4[CH2:27][CH2:28][CH2:29][CH2:30][O:25]4)[CH2:69][CH2:68]3)[N:62]=2)=[N:60][C:55]=1[C:53]1[O:54][C:50]([C:46]([CH3:49])([CH3:47])[CH3:48])=[N:51][N:52]=1, predict the reactants needed to synthesize it.